Dataset: CYP2C19 inhibition data for predicting drug metabolism from PubChem BioAssay. Task: Regression/Classification. Given a drug SMILES string, predict its absorption, distribution, metabolism, or excretion properties. Task type varies by dataset: regression for continuous measurements (e.g., permeability, clearance, half-life) or binary classification for categorical outcomes (e.g., BBB penetration, CYP inhibition). Dataset: cyp2c19_veith. (1) The drug is CC(CCc1nc2ccccc2s1)(c1ccc(O)cc1)c1ccc(O)cc1. The result is 1 (inhibitor). (2) The drug is CCOc1ccc(NC2=NCC(=O)N2Cc2cccs2)cc1.Cl. The result is 1 (inhibitor). (3) The molecule is O=S(=O)(Nc1ccc(Cc2ccncc2)cc1)c1cccs1. The result is 1 (inhibitor). (4) The molecule is CCOC(=O)N(c1ccccc1)P1(=S)OCCO1. The result is 1 (inhibitor). (5) The result is 0 (non-inhibitor). The compound is C/C(=C(/CCO)SSC[C@@H]1CCCO1)N(C=O)Cc1cnc(C)nc1N.